From a dataset of Catalyst prediction with 721,799 reactions and 888 catalyst types from USPTO. Predict which catalyst facilitates the given reaction. Reactant: [C:1]([C:5]1[N:10]=[C:9]([NH:11][C:12]2[CH:17]=[C:16](Cl)[N:15]=[N:14][C:13]=2[C:19]([NH2:21])=[O:20])[CH:8]=[CH:7][CH:6]=1)([CH3:4])([CH3:3])[CH3:2].CN1C(=O)CCC1.[CH2:29]([NH2:32])[CH2:30][NH2:31]. Product: [NH2:31][CH2:30][CH2:29][NH:32][C:16]1[N:15]=[N:14][C:13]([C:19]([NH2:21])=[O:20])=[C:12]([NH:11][C:9]2[CH:8]=[CH:7][CH:6]=[C:5]([C:1]([CH3:4])([CH3:3])[CH3:2])[N:10]=2)[CH:17]=1. The catalyst class is: 14.